This data is from Forward reaction prediction with 1.9M reactions from USPTO patents (1976-2016). The task is: Predict the product of the given reaction. (1) Given the reactants [CH3:1][O:2][C:3]1[CH:20]=[CH:19][C:6]([CH2:7][N:8]2[C:17]3[C:12](=[CH:13][CH:14]=[CH:15][CH:16]=3)[CH2:11][CH2:10][C:9]2=[O:18])=[CH:5][CH:4]=1.[Li+].CC([N-]C(C)C)C.Br[CH2:30][C:31]([O:33][C:34]([CH3:37])([CH3:36])[CH3:35])=[O:32], predict the reaction product. The product is: [C:34]([O:33][C:31](=[O:32])[CH2:30][CH:10]1[CH2:11][C:12]2[C:17](=[CH:16][CH:15]=[CH:14][CH:13]=2)[N:8]([CH2:7][C:6]2[CH:5]=[CH:4][C:3]([O:2][CH3:1])=[CH:20][CH:19]=2)[C:9]1=[O:18])([CH3:37])([CH3:36])[CH3:35]. (2) Given the reactants [S:1]1[C:5]2[CH:6]=[CH:7][CH:8]=[CH:9][C:4]=2[CH:3]=[C:2]1[CH2:10]O.CS(OS(C)(=O)=O)(=O)=O.CC(=O)OCC.[N:27]1([C:33]2[CH:40]=[CH:39][CH:38]=[CH:37][C:34]=2[C:35]#[N:36])[CH2:32][CH2:31][NH:30][CH2:29][CH2:28]1, predict the reaction product. The product is: [S:1]1[C:5]2[CH:6]=[CH:7][CH:8]=[CH:9][C:4]=2[CH:3]=[C:2]1[CH2:10][N:30]1[CH2:29][CH2:28][N:27]([C:33]2[CH:40]=[CH:39][CH:38]=[CH:37][C:34]=2[C:35]#[N:36])[CH2:32][CH2:31]1. (3) Given the reactants [N:1]1[N:2]([C:6]2[CH:7]=[C:8]([NH:12][C:13]3[C:18]([C:19]([NH2:21])=[O:20])=[CH:17][N:16]=[C:15](SC)[N:14]=3)[CH:9]=[CH:10][CH:11]=2)[N:3]=[CH:4][CH:5]=1.C1C=C(Cl)C=C(C(OO)=O)C=1.[CH3:35][NH:36][CH3:37], predict the reaction product. The product is: [N:1]1[N:2]([C:6]2[CH:7]=[C:8]([NH:12][C:13]3[C:18]([C:19]([NH2:21])=[O:20])=[CH:17][N:16]=[C:15]([N:36]([CH3:37])[CH3:35])[N:14]=3)[CH:9]=[CH:10][CH:11]=2)[N:3]=[CH:4][CH:5]=1. (4) Given the reactants [C:1]1([OH:7])[CH:6]=[CH:5][CH:4]=[CH:3][CH:2]=1.[N+:8]([C:11]1[CH:12]=[CH:13][C:14](Cl)=[N:15][CH:16]=1)([O-:10])=[O:9].C(OCC)C, predict the reaction product. The product is: [N+:8]([C:11]1[CH:12]=[CH:13][C:14]([O:7][C:1]2[CH:6]=[CH:5][CH:4]=[CH:3][CH:2]=2)=[N:15][CH:16]=1)([O-:10])=[O:9]. (5) Given the reactants [C:1]([O:5][C:6]([N:8]1[CH2:12][CH2:11][CH2:10][CH:9]1[C:13]1[NH:14][C:15]([C:18]2[CH:23]=[CH:22][C:21](Br)=[CH:20][CH:19]=2)=[CH:16][N:17]=1)=[O:7])([CH3:4])([CH3:3])[CH3:2].B1(B2OC(C)(C)C(C)(C)O2)OC(C)(C)C(C)(C)O1.CC([O-])=O.[K+].[C:48]([O:52][C:53]([N:55]1[CH2:59][CH2:58][CH2:57][CH:56]1[C:60]1[NH:61][C:62]([C:65]2[CH:74]=[CH:73][C:72]3[C:67](=[CH:68][CH:69]=[C:70](Br)[CH:71]=3)[CH:66]=2)=[CH:63][N:64]=1)=[O:54])([CH3:51])([CH3:50])[CH3:49].[O-]P([O-])([O-])=O.[K+].[K+].[K+], predict the reaction product. The product is: [C:48]([O:52][C:53]([N:55]1[CH2:59][CH2:58][CH2:57][CH:56]1[C:60]1[NH:61][C:62]([C:65]2[CH:74]=[CH:73][C:72]3[C:67](=[CH:68][CH:69]=[C:70]([C:21]4[CH:20]=[CH:19][C:18]([C:15]5[NH:14][C:13]([CH:9]6[CH2:10][CH2:11][CH2:12][N:8]6[C:6]([O:5][C:1]([CH3:4])([CH3:3])[CH3:2])=[O:7])=[N:17][CH:16]=5)=[CH:23][CH:22]=4)[CH:71]=3)[CH:66]=2)=[CH:63][N:64]=1)=[O:54])([CH3:51])([CH3:50])[CH3:49].